From a dataset of Reaction yield outcomes from USPTO patents with 853,638 reactions. Predict the reaction yield, written as a fraction of the theoretical maximum amount of product (1.0 means a 100% yield; for example, 0.34 means a 34% yield). (1) The reactants are [BrH:1].[Cl:2][C:3]1[CH:8]=[CH:7][C:6]([CH:9]2[N:13]([C:14]3[CH:19]=[CH:18][C:17]([Cl:20])=[CH:16][C:15]=3[Cl:21])[N:12]=[C:11]([C:22]([NH:24][N:25]3[CH2:30][CH2:29][CH2:28][CH2:27][CH2:26]3)=[O:23])[CH2:10]2)=[CH:5][CH:4]=1. The yield is 0.510. The product is [BrH:1].[Cl:2][C:3]1[CH:8]=[CH:7][C:6]([CH:9]2[N:13]([C:14]3[CH:19]=[CH:18][C:17]([Cl:20])=[CH:16][C:15]=3[Cl:21])[N:12]=[C:11]([C:22]([NH:24][N:25]3[CH2:26][CH2:27][CH2:28][CH2:29][CH2:30]3)=[O:23])[CH2:10]2)=[CH:5][CH:4]=1. The catalyst is C(OCC)(=O)C. (2) The yield is 0.450. The reactants are [O:1]1[C@@H:13]2[C@@:14]34[CH2:16][CH2:17][NH:18][C@@H:8]([C@@H:9]3[CH2:10][CH2:11][C:12]2=[O:19])[CH2:7][C:6]2=[C:15]4[C:2]1=[C:3]([OH:20])[CH:4]=[CH:5]2.[CH:21]1([CH2:24]Br)[CH2:23][CH2:22]1.C([O-])(O)=O.[Na+]. The product is [CH:21]1([CH2:24][N:18]2[CH2:17][CH2:16][C@:14]34[C:15]5[C:2]6[O:1][C@H:13]3[C:12](=[O:19])[CH2:11][CH2:10][C@H:9]4[C@H:8]2[CH2:7][C:6]=5[CH:5]=[CH:4][C:3]=6[OH:20])[CH2:23][CH2:22]1. The catalyst is CN(C=O)C. (3) The reactants are O.[NH2:2][NH2:3].[CH2:4]([C:6]1[C:15]([CH3:16])=[C:14]([OH:17])[CH:13]=[CH:12][C:7]=1[C:8](OC)=[O:9])[CH3:5]. The catalyst is C(O)CCC. The product is [CH2:4]([C:6]1[C:15]([CH3:16])=[C:14]([OH:17])[CH:13]=[CH:12][C:7]=1[C:8]([NH:2][NH2:3])=[O:9])[CH3:5]. The yield is 0.680.